From a dataset of Full USPTO retrosynthesis dataset with 1.9M reactions from patents (1976-2016). Predict the reactants needed to synthesize the given product. Given the product [CH:20]1([CH2:26][CH2:27][CH2:28][CH2:29][O:30][C:31](=[O:32])[NH:10][C@H:9]2[CH2:8][NH:7][C:6]2=[O:5])[CH2:25][CH2:24][CH2:23][CH2:22][CH2:21]1, predict the reactants needed to synthesize it. The reactants are: C([O-])(=O)C.[O:5]=[C:6]1[C@@H:9]([NH3+:10])[CH2:8][NH:7]1.CCN(C(C)C)C(C)C.[CH:20]1([CH2:26][CH2:27][CH2:28][CH2:29][O:30][C:31](N2C=CC=CC2=O)=[O:32])[CH2:25][CH2:24][CH2:23][CH2:22][CH2:21]1.